From a dataset of Reaction yield outcomes from USPTO patents with 853,638 reactions. Predict the reaction yield, written as a fraction of the theoretical maximum amount of product (1.0 means a 100% yield; for example, 0.34 means a 34% yield). (1) The reactants are [Cl:1][C:2]1[N:7]=[C:6]([NH2:8])[CH:5]=[CH:4][CH:3]=1.[CH3:9][C:10](=O)[CH2:11][CH2:12][C:13](=O)[CH3:14]. No catalyst specified. The product is [Cl:1][C:2]1[CH:3]=[CH:4][CH:5]=[C:6]([N:8]2[C:13]([CH3:14])=[CH:12][CH:11]=[C:10]2[CH3:9])[N:7]=1. The yield is 0.550. (2) The reactants are Br[C:2]1[CH:23]=[CH:22][C:5]([C:6]([NH:8][S:9]([C:12]2[CH:17]=[CH:16][CH:15]=[CH:14][C:13]=2[S:18](=[O:21])(=[O:20])[NH2:19])(=[O:11])=[O:10])=[O:7])=[CH:4][C:3]=1[O:24][CH:25]([CH3:27])[CH3:26].[O:28]1[C:32]2[CH:33]=[CH:34][CH:35]=[CH:36][C:31]=2[CH:30]=[C:29]1B(O)O.C(=O)([O-])[O-].[Na+].[Na+]. The catalyst is CN(C)C=O.C1C=CC(P(C2C=CC=CC=2)[C-]2C=CC=C2)=CC=1.C1C=CC(P(C2C=CC=CC=2)[C-]2C=CC=C2)=CC=1.Cl[Pd]Cl.[Fe+2]. The product is [O:28]1[C:32]2[CH:33]=[CH:34][CH:35]=[CH:36][C:31]=2[CH:30]=[C:29]1[C:2]1[CH:23]=[CH:22][C:5]([C:6]([NH:8][S:9]([C:12]2[CH:17]=[CH:16][CH:15]=[CH:14][C:13]=2[S:18](=[O:20])(=[O:21])[NH2:19])(=[O:10])=[O:11])=[O:7])=[CH:4][C:3]=1[O:24][CH:25]([CH3:27])[CH3:26]. The yield is 0.520. (3) The reactants are C1CCC=CCCC=1.[B:18]1([B:18]2[O:22][C:21]([CH3:24])([CH3:23])[C:20]([CH3:26])([CH3:25])[O:19]2)[O:22][C:21]([CH3:24])([CH3:23])[C:20]([CH3:26])([CH3:25])[O:19]1.[C:27]([C:31]1[CH:36]=[CH:35][CH:34]=[C:33]([C:37]([CH3:40])([CH3:39])[CH3:38])[N:32]=1)([CH3:30])([CH3:29])[CH3:28]. The catalyst is CO[Ir].C(C1C=CN=C(C2C=C(C(C)(C)C)C=CN=2)C=1)(C)(C)C.CCCCCC. The product is [C:27]([C:31]1[CH:36]=[C:35]([B:18]2[O:19][C:20]([CH3:25])([CH3:26])[C:21]([CH3:23])([CH3:24])[O:22]2)[CH:34]=[C:33]([C:37]([CH3:40])([CH3:39])[CH3:38])[N:32]=1)([CH3:30])([CH3:29])[CH3:28]. The yield is 0.820. (4) The reactants are C([O:4][C@H:5]1[CH2:22][CH2:21][C@@:20]2([CH3:23])[C@@H:7]([CH2:8][CH2:9][C@:10]3([CH3:48])[C@@H:19]2[CH2:18][CH2:17][C@H:16]2[C@@:11]3([CH3:47])[CH2:12][CH2:13][C@@:14]3([C:30](=[O:46])[NH:31][C@@H:32]4[CH2:35][C@H:34]([C:36]([N:38]5[CH2:43][CH2:42][O:41][CH2:40][CH2:39]5)=[O:37])[C:33]4([CH3:45])[CH3:44])[CH2:26][CH2:25][C@@H:24]([C:27]([CH3:29])=[CH2:28])[C@@H:15]32)[C:6]1([CH3:50])[CH3:49])(=O)C. The catalyst is CO.C1COCC1.[OH-].[Na+]. The product is [CH3:44][C:33]1([CH3:45])[C@@H:34]([C:36]([N:38]2[CH2:43][CH2:42][O:41][CH2:40][CH2:39]2)=[O:37])[CH2:35][C@H:32]1[NH:31][C:30]([C@:14]12[CH2:26][CH2:25][C@@H:24]([C:27]([CH3:29])=[CH2:28])[C@@H:15]1[C@@H:16]1[C@@:11]([CH3:47])([CH2:12][CH2:13]2)[C@@:10]2([CH3:48])[C@@H:19]([C@:20]3([CH3:23])[C@@H:7]([CH2:8][CH2:9]2)[C:6]([CH3:49])([CH3:50])[C@@H:5]([OH:4])[CH2:22][CH2:21]3)[CH2:18][CH2:17]1)=[O:46]. The yield is 0.818. (5) The reactants are [Br:1][C:2]1[CH:3]=[C:4]([CH:10]([CH2:16][CH:17]([CH3:19])[CH3:18])[C:11]([O:13][CH2:14][CH3:15])=[O:12])[CH:5]=[C:6]([Cl:9])[C:7]=1[OH:8].C([O-])([O-])=O.[K+].[K+].[F:26][C:27]([F:31])([F:30])[CH2:28]I.O. The catalyst is CN(C=O)C. The product is [Br:1][C:2]1[CH:3]=[C:4]([CH:10]([CH2:16][CH:17]([CH3:18])[CH3:19])[C:11]([O:13][CH2:14][CH3:15])=[O:12])[CH:5]=[C:6]([Cl:9])[C:7]=1[O:8][CH2:28][C:27]([F:31])([F:30])[F:26]. The yield is 0.600.